From a dataset of Full USPTO retrosynthesis dataset with 1.9M reactions from patents (1976-2016). Predict the reactants needed to synthesize the given product. (1) Given the product [CH2:12]([O:11][C:9](=[O:10])[C:7]1[CH:8]=[C:3]([C:1]#[N:2])[C:4]([N:15]2[CH2:16][CH:17]([C:19]([NH:43][S:40]([CH2:39][C:33]3[CH:34]=[CH:35][CH:36]=[CH:37][CH:38]=3)(=[O:41])=[O:42])=[O:21])[CH2:18]2)=[N:5][C:6]=1[CH3:14])[CH3:13], predict the reactants needed to synthesize it. The reactants are: [C:1]([C:3]1[C:4]([N:15]2[CH2:18][CH:17]([C:19]([OH:21])=O)[CH2:16]2)=[N:5][C:6]([CH3:14])=[C:7]([C:9]([O:11][CH2:12][CH3:13])=[O:10])[CH:8]=1)#[N:2].CCN=C=NCCCN(C)C.[C:33]1([CH2:39][S:40]([NH2:43])(=[O:42])=[O:41])[CH:38]=[CH:37][CH:36]=[CH:35][CH:34]=1.C1C=CC2N(O)N=NC=2C=1.CCN(C(C)C)C(C)C.OS([O-])(=O)=O.[K+]. (2) Given the product [F:13][C:14]1[CH:22]=[CH:21][C:17]([C:18]([N:8]([O:3][CH3:2])[CH3:11])=[O:19])=[CH:16][CH:15]=1, predict the reactants needed to synthesize it. The reactants are: Cl.[CH3:2][O:3]CN.C([N:8]([CH2:11]C)CC)C.[F:13][C:14]1[CH:22]=[CH:21][C:17]([C:18](Cl)=[O:19])=[CH:16][CH:15]=1.O. (3) Given the product [Br:1][C:2]1[CH:18]=[CH:17][C:5]2[C:6]3[N:7]=[C:8]([C:14]4[O:15][CH:20]=[N:19][N:21]=4)[S:9][C:10]=3[CH2:11][CH2:12][O:13][C:4]=2[CH:3]=1, predict the reactants needed to synthesize it. The reactants are: [Br:1][C:2]1[CH:18]=[CH:17][C:5]2[C:6]3[N:7]=[C:8]([C:14](O)=[O:15])[S:9][C:10]=3[CH2:11][CH2:12][O:13][C:4]=2[CH:3]=1.[N+:19]([N:21]=P(C1C=CC=CC=1)(C1C=CC=CC=1)C1C=CC=CC=1)#[C-:20]. (4) Given the product [CH2:1]([O:8][CH2:9][CH2:10][CH2:11][O:12][C:13]1[CH:14]=[CH:15][C:16]([CH:19]2[CH:20]([CH2:44][N:50]3[CH2:54][CH2:53][NH:52][C:51]3=[O:55])[CH2:21][N:22]([C:37]([O:39][C:40]([CH3:41])([CH3:43])[CH3:42])=[O:38])[CH2:23][CH:24]2[O:25][CH2:26][C:27]2[CH:36]=[CH:35][C:34]3[C:29](=[CH:30][CH:31]=[CH:32][CH:33]=3)[CH:28]=2)=[CH:17][CH:18]=1)[C:2]1[CH:7]=[CH:6][CH:5]=[CH:4][CH:3]=1, predict the reactants needed to synthesize it. The reactants are: [CH2:1]([O:8][CH2:9][CH2:10][CH2:11][O:12][C:13]1[CH:18]=[CH:17][C:16]([CH:19]2[CH:24]([O:25][CH2:26][C:27]3[CH:36]=[CH:35][C:34]4[C:29](=[CH:30][CH:31]=[CH:32][CH:33]=4)[CH:28]=3)[CH2:23][N:22]([C:37]([O:39][C:40]([CH3:43])([CH3:42])[CH3:41])=[O:38])[CH2:21][CH:20]2[CH2:44]OS(C)(=O)=O)=[CH:15][CH:14]=1)[C:2]1[CH:7]=[CH:6][CH:5]=[CH:4][CH:3]=1.[NH:50]1[CH2:54][CH2:53][NH:52][C:51]1=[O:55]. (5) Given the product [N+:8]([C:7]1[C:2]([NH:16][CH2:15][C:14]([O:13][CH2:11][CH3:12])=[O:17])=[N:3][CH:4]=[CH:5][CH:6]=1)([O-:10])=[O:9], predict the reactants needed to synthesize it. The reactants are: Cl[C:2]1[C:7]([N+:8]([O-:10])=[O:9])=[CH:6][CH:5]=[CH:4][N:3]=1.[CH2:11]([O:13][C:14](=[O:17])[CH2:15][NH2:16])[CH3:12].CCN(C(C)C)C(C)C.